Task: Predict the product of the given reaction.. Dataset: Forward reaction prediction with 1.9M reactions from USPTO patents (1976-2016) (1) Given the reactants O[CH2:2][C:3]1[CH:8]=[CH:7][C:6]([NH:9][C:10](=[O:32])[CH2:11][CH2:12]/[CH:13]=[CH:14]\[CH2:15]/[CH:16]=[CH:17]\[CH2:18]/[CH:19]=[CH:20]\[CH2:21]/[CH:22]=[CH:23]\[CH2:24]/[CH:25]=[CH:26]\[CH2:27]/[CH:28]=[CH:29]\[CH2:30][CH3:31])=[CH:5][CH:4]=1.C1(P(C2C=CC=CC=2)C2C=CC=CC=2)C=CC=CC=1.C(Br)(Br)(Br)[Br:53], predict the reaction product. The product is: [Br:53][CH2:2][C:3]1[CH:8]=[CH:7][C:6]([NH:9][C:10](=[O:32])[CH2:11][CH2:12]/[CH:13]=[CH:14]\[CH2:15]/[CH:16]=[CH:17]\[CH2:18]/[CH:19]=[CH:20]\[CH2:21]/[CH:22]=[CH:23]\[CH2:24]/[CH:25]=[CH:26]\[CH2:27]/[CH:28]=[CH:29]\[CH2:30][CH3:31])=[CH:5][CH:4]=1. (2) Given the reactants [C:1]([N:4]1[CH2:9][CH2:8][N:7]([C:10]2[CH:17]=[CH:16][C:13]([CH:14]=O)=[CH:12][CH:11]=2)[CH2:6][CH2:5]1)(=[O:3])[CH3:2].[CH:18]1([NH2:22])[CH2:21][CH2:20][CH2:19]1.C(O[BH-](OC(=O)C)OC(=O)C)(=O)C.[Na+].C(O)(=O)C, predict the reaction product. The product is: [CH:18]1([NH:22][CH2:14][C:13]2[CH:16]=[CH:17][C:10]([N:7]3[CH2:8][CH2:9][N:4]([C:1](=[O:3])[CH3:2])[CH2:5][CH2:6]3)=[CH:11][CH:12]=2)[CH2:21][CH2:20][CH2:19]1. (3) Given the reactants [CH3:1][C:2]1[CH:3]=[CH:4][C:5]2[O:10][CH2:9][C:8](=[O:11])[N:7]([CH2:12][CH2:13][N:14]3[CH2:19][CH2:18][CH:17]([NH:20]C(=O)OC(C)(C)C)[CH2:16][CH2:15]3)[C:6]=2[CH:28]=1.NC1CCN(CCN2C3C(=CC=C(C#N)C=3)C=CC2=O)CC1, predict the reaction product. The product is: [NH2:20][CH:17]1[CH2:18][CH2:19][N:14]([CH2:13][CH2:12][N:7]2[C:6]3[CH:28]=[C:2]([CH3:1])[CH:3]=[CH:4][C:5]=3[O:10][CH2:9][C:8]2=[O:11])[CH2:15][CH2:16]1.